From a dataset of Catalyst prediction with 721,799 reactions and 888 catalyst types from USPTO. Predict which catalyst facilitates the given reaction. (1) Reactant: [Cl:1][C:2]1[CH:7]=[C:6]([Cl:8])[CH:5]=[CH:4][C:3]=1[N:9]1[C:14]2=[N:15][C:16]3[C:17](=[C:18]([C:22]([O:24]C)=[O:23])[CH:19]=[CH:20][CH:21]=3)[N:13]2[CH2:12][CH2:11][CH2:10]1.[OH-].[Na+].Cl. Product: [Cl:1][C:2]1[CH:7]=[C:6]([Cl:8])[CH:5]=[CH:4][C:3]=1[N:9]1[C:14]2=[N:15][C:16]3[C:17](=[C:18]([C:22]([OH:24])=[O:23])[CH:19]=[CH:20][CH:21]=3)[N:13]2[CH2:12][CH2:11][CH2:10]1. The catalyst class is: 5. (2) Reactant: [F:1][C:2]1[C:10]2[C:6](=[C:7]([CH3:12])[N:8]([CH3:11])[N:9]=2)[CH:5]=[C:4](C(O)=O)[C:3]=1[NH:16][C:17]1[CH:22]=[CH:21][C:20]([I:23])=[CH:19][C:18]=1[F:24].C([N:27]([CH2:30]C)CC)C.C1(P(N=[N+]=[N-])(C2C=CC=CC=2)=[O:39])C=CC=CC=1. Product: [F:1][C:2]1[C:10]2[C:6](=[C:7]([CH3:12])[N:8]([CH3:11])[N:9]=2)[CH:5]=[C:4]2[NH:27][C:30](=[O:39])[N:16]([C:17]3[CH:22]=[CH:21][C:20]([I:23])=[CH:19][C:18]=3[F:24])[C:3]=12. The catalyst class is: 11.